This data is from Full USPTO retrosynthesis dataset with 1.9M reactions from patents (1976-2016). The task is: Predict the reactants needed to synthesize the given product. (1) Given the product [O:32]=[C:31]1[C:30]2[C:25](=[CH:26][CH:27]=[CH:28][CH:29]=2)[C:24](=[O:33])[N:23]1[C:11]1[S:12][CH:13]=[C:14]([C:15]2[CH:20]=[CH:19][CH:18]=[C:17]([O:21][CH3:22])[CH:16]=2)[C:10]=1[C:8]([OH:9])=[O:7], predict the reactants needed to synthesize it. The reactants are: [OH-].[Na+].CO.C([O:7][C:8]([C:10]1[C:14]([C:15]2[CH:20]=[CH:19][CH:18]=[C:17]([O:21][CH3:22])[CH:16]=2)=[CH:13][S:12][C:11]=1[N:23]1[C:31](=[O:32])[C:30]2[C:25](=[CH:26][CH:27]=[CH:28][CH:29]=2)[C:24]1=[O:33])=[O:9])C.Cl. (2) Given the product [CH:1]1([NH:7][C:8]([NH:10][C:13]([CH:15]2[CH2:16][CH2:17][N:18]([CH2:21][CH2:22][C:23]3[C:31]4[C:26](=[CH:27][CH:28]=[CH:29][CH:30]=4)[NH:25][C:24]=3[C:32]3[CH:37]=[CH:36][CH:35]=[CH:34][CH:33]=3)[CH2:19][CH2:20]2)=[O:12])=[O:9])[CH2:6][CH2:5][CH2:4][CH2:3][CH2:2]1, predict the reactants needed to synthesize it. The reactants are: [CH:1]1([NH:7][C:8]([NH2:10])=[O:9])[CH2:6][CH2:5][CH2:4][CH2:3][CH2:2]1.C[O:12][C:13]([CH:15]1[CH2:20][CH2:19][N:18]([CH2:21][CH2:22][C:23]2[C:31]3[C:26](=[CH:27][CH:28]=[CH:29][CH:30]=3)[NH:25][C:24]=2[C:32]2[CH:37]=[CH:36][CH:35]=[CH:34][CH:33]=2)[CH2:17][CH2:16]1)=O.C[O-].[Na+]. (3) Given the product [CH2:15]([N:6]1[C:5]2[CH:4]=[CH:3][C:2]([C:19]3[S:18][CH:22]=[CH:21][CH:20]=3)=[CH:14][C:13]=2[C:12]2[C:7]1=[CH:8][CH:9]=[CH:10][CH:11]=2)[CH2:16][CH3:17], predict the reactants needed to synthesize it. The reactants are: Br[C:2]1[CH:3]=[CH:4][C:5]2[N:6]([CH2:15][CH2:16][CH3:17])[C:7]3[C:12]([C:13]=2[CH:14]=1)=[CH:11][CH:10]=[CH:9][CH:8]=3.[S:18]1[CH:22]=[CH:21][CH:20]=[C:19]1B(O)O.C(=O)([O-])[O-].[K+].[K+]. (4) Given the product [ClH:24].[NH:20]1[CH:21]=[CH:22][CH:23]=[C:19]1[C:16]1[N:15]=[C:14]([C@H:10]2[CH2:11][CH2:12][CH2:13][NH:8][CH2:9]2)[O:18][N:17]=1, predict the reactants needed to synthesize it. The reactants are: C(OC([N:8]1[CH2:13][CH2:12][CH2:11][C@H:10]([C:14]2[O:18][N:17]=[C:16]([C:19]3[NH:20][CH:21]=[CH:22][CH:23]=3)[N:15]=2)[CH2:9]1)=O)(C)(C)C.[ClH:24]. (5) The reactants are: [CH3:1][C:2]1([CH3:20])[C:11]2[C:6](=[CH:7][CH:8]=[C:9]([CH3:12])[CH:10]=2)[NH:5][CH:4]([C:13]2[CH:14]=[C:15]([NH2:19])[CH:16]=[CH:17][CH:18]=2)[CH2:3]1.N1C=CC=CC=1.[C:27]1([S:33](Cl)(=[O:35])=[O:34])[CH:32]=[CH:31][CH:30]=[CH:29][CH:28]=1. Given the product [CH3:1][C:2]1([CH3:20])[C:11]2[C:6](=[CH:7][CH:8]=[C:9]([CH3:12])[CH:10]=2)[NH:5][CH:4]([C:13]2[CH:14]=[C:15]([NH:19][S:33]([C:27]3[CH:32]=[CH:31][CH:30]=[CH:29][CH:28]=3)(=[O:35])=[O:34])[CH:16]=[CH:17][CH:18]=2)[CH2:3]1, predict the reactants needed to synthesize it. (6) Given the product [BrH:27].[NH2:25][C:26]1[NH:23][C:22]2[CH:21]=[CH:20][C:4]([O:5][CH2:6][CH:7]3[CH2:12][CH2:11][N:10]([C:13]([O:15][C:16]([CH3:19])([CH3:17])[CH3:18])=[O:14])[CH2:9][CH2:8]3)=[CH:3][C:2]=2[N:1]=1, predict the reactants needed to synthesize it. The reactants are: [NH2:1][C:2]1[CH:3]=[C:4]([CH:20]=[CH:21][C:22]=1[NH2:23])[O:5][CH2:6][CH:7]1[CH2:12][CH2:11][N:10]([C:13]([O:15][C:16]([CH3:19])([CH3:18])[CH3:17])=[O:14])[CH2:9][CH2:8]1.O.[N:25]#[C:26][Br:27]. (7) Given the product [Cl:1][C:4]1[CH:5]=[CH:6][C:22]([O:21][CH3:20])=[C:23]([C:3]2[N:8]3[CH:9]=[CH:10][N:11]=[C:7]3[CH:6]=[CH:5][CH:4]=2)[CH:3]=1, predict the reactants needed to synthesize it. The reactants are: [ClH:1].Cl[C:3]1[N:8]2[CH:9]=[CH:10][N:11]=[C:7]2[CH:6]=[CH:5][CH:4]=1.C(=O)([O-])[O-].[Na+].[Na+].O1[CH2:23][CH2:22][O:21][CH2:20]C1.